Dataset: Reaction yield outcomes from USPTO patents with 853,638 reactions. Task: Predict the reaction yield, written as a fraction of the theoretical maximum amount of product (1.0 means a 100% yield; for example, 0.34 means a 34% yield). (1) The reactants are Br[C:2]1[CH:12]=[C:11]([F:13])[C:5]2[O:6][CH2:7][C:8](=[O:10])[NH:9][C:4]=2[CH:3]=1.[B:14]1([B:14]2[O:18][C:17]([CH3:20])([CH3:19])[C:16]([CH3:22])([CH3:21])[O:15]2)[O:18][C:17]([CH3:20])([CH3:19])[C:16]([CH3:22])([CH3:21])[O:15]1.CC([O-])=O.[K+]. The catalyst is O1CCOCC1.C1C=CC(P(C2C=CC=CC=2)[C-]2C=CC=C2)=CC=1.C1C=CC(P(C2C=CC=CC=2)[C-]2C=CC=C2)=CC=1.Cl[Pd]Cl.[Fe+2].C(Cl)Cl. The product is [F:13][C:11]1[C:5]2[O:6][CH2:7][C:8](=[O:10])[NH:9][C:4]=2[CH:3]=[C:2]([B:14]2[O:18][C:17]([CH3:20])([CH3:19])[C:16]([CH3:22])([CH3:21])[O:15]2)[CH:12]=1. The yield is 0.990. (2) The reactants are [C:1]1([C:7]2[N:8]=[C:9]([CH:12]([NH2:14])[CH3:13])[NH:10][CH:11]=2)[CH:6]=[CH:5][CH:4]=[CH:3][CH:2]=1.[CH3:15][C:16]([CH3:18])=O.[BH-](OC(C)=O)(OC(C)=O)OC(C)=O.[Na+]. The catalyst is ClCCCl. The product is [CH:16]([NH:14][CH:12]([C:9]1[NH:10][CH:11]=[C:7]([C:1]2[CH:2]=[CH:3][CH:4]=[CH:5][CH:6]=2)[N:8]=1)[CH3:13])([CH3:18])[CH3:15]. The yield is 1.00. (3) The reactants are [Cl:1][C:2]1[CH:3]=[CH:4][CH:5]=[C:6]2[C:11]=1[C:10]([CH2:12][C:13]1[CH:14]=[C:15]([CH:19]=[CH:20][CH:21]=1)[C:16](O)=[O:17])=[N:9][NH:8][C:7]2=[O:22].[CH3:23][O:24][CH:25]1[CH2:30][CH2:29][NH:28][CH2:27][CH2:26]1.C(N(C(C)C)C(C)C)C.CN(C(ON1N=NC2C=CC=CC1=2)=[N+](C)C)C.F[P-](F)(F)(F)(F)F. The catalyst is CN(C=O)C. The product is [Cl:1][C:2]1[CH:3]=[CH:4][CH:5]=[C:6]2[C:11]=1[C:10]([CH2:12][C:13]1[CH:21]=[CH:20][CH:19]=[C:15]([C:16]([N:28]3[CH2:29][CH2:30][CH:25]([O:24][CH3:23])[CH2:26][CH2:27]3)=[O:17])[CH:14]=1)=[N:9][NH:8][C:7]2=[O:22]. The yield is 0.238. (4) The reactants are Br[C:2]1[CH:3]=[C:4]([NH:10][C:11]2[CH:16]=[CH:15][C:14]([N:17]3[CH2:20][CH:19]([OH:21])[CH2:18]3)=[CH:13][N:12]=2)[C:5](=[O:9])[N:6]([CH3:8])[CH:7]=1.[C:22]([O:25][CH2:26][C:27]1[C:32](B2OC(C)(C)C(C)(C)O2)=[CH:31][CH:30]=[CH:29][C:28]=1[N:42]1[CH2:54][CH2:53][N:45]2[C:46]3[CH2:47][CH2:48][CH2:49][CH2:50][C:51]=3[CH:52]=[C:44]2[C:43]1=[O:55])(=[O:24])[CH3:23].COCCOC.C(=O)([O-])[O-].[Na+].[Na+]. The catalyst is C1C=CC([P]([Pd]([P](C2C=CC=CC=2)(C2C=CC=CC=2)C2C=CC=CC=2)([P](C2C=CC=CC=2)(C2C=CC=CC=2)C2C=CC=CC=2)[P](C2C=CC=CC=2)(C2C=CC=CC=2)C2C=CC=CC=2)(C2C=CC=CC=2)C2C=CC=CC=2)=CC=1.CO.C(OCC)C.O.C(OCC)(=O)C. The product is [C:22]([O:25][CH2:26][C:27]1[C:28]([N:42]2[CH2:54][CH2:53][N:45]3[C:46]4[CH2:47][CH2:48][CH2:49][CH2:50][C:51]=4[CH:52]=[C:44]3[C:43]2=[O:55])=[CH:29][CH:30]=[CH:31][C:32]=1[C:2]1[CH:3]=[C:4]([NH:10][C:11]2[CH:16]=[CH:15][C:14]([N:17]3[CH2:20][CH:19]([OH:21])[CH2:18]3)=[CH:13][N:12]=2)[C:5](=[O:9])[N:6]([CH3:8])[CH:7]=1)(=[O:24])[CH3:23]. The yield is 0.300. (5) The reactants are [H-].[Al+3].[Li+].[H-].[H-].[H-].[CH2:7]([O:18][C:19]1[CH:20]=[C:21]([CH:26]=[CH:27][CH:28]=1)[C:22](OC)=[O:23])[CH2:8][CH2:9]/[CH:10]=[CH:11]\[CH2:12][CH2:13][CH2:14][CH2:15][CH2:16][CH3:17]. The catalyst is CCOCC.O. The product is [CH2:7]([O:18][C:19]1[CH:20]=[C:21]([CH:26]=[CH:27][CH:28]=1)[CH2:22][OH:23])[CH2:8][CH2:9]/[CH:10]=[CH:11]\[CH2:12][CH2:13][CH2:14][CH2:15][CH2:16][CH3:17]. The yield is 0.990. (6) The product is [Br:1][C:2]1[CH:3]=[C:4]([CH:8]=[C:9]([OH:11])[CH:10]=1)[C:5]([O:7][CH3:12])=[O:6]. The yield is 0.730. The reactants are [Br:1][C:2]1[CH:3]=[C:4]([CH:8]=[C:9]([OH:11])[CH:10]=1)[C:5]([OH:7])=[O:6].[CH3:12]C1C=CC(S(O)(=O)=O)=CC=1.C([O-])(O)=O.[Na+]. The catalyst is CO.